Dataset: Catalyst prediction with 721,799 reactions and 888 catalyst types from USPTO. Task: Predict which catalyst facilitates the given reaction. (1) Reactant: [Cl:1][C:2]1[CH:7]=[CH:6][C:5]([S:8]([N:11]([CH2:18][C:19]2[CH:28]=[CH:27][C:22]([C:23]([O:25]C)=[O:24])=[CH:21][CH:20]=2)[C@H:12]([C@@H:15]([OH:17])[CH3:16])[CH2:13][OH:14])(=[O:10])=[O:9])=[CH:4][CH:3]=1.O.[OH-].[Li+]. Product: [Cl:1][C:2]1[CH:3]=[CH:4][C:5]([S:8]([N:11]([CH2:18][C:19]2[CH:20]=[CH:21][C:22]([C:23]([OH:25])=[O:24])=[CH:27][CH:28]=2)[C@H:12]([C@@H:15]([OH:17])[CH3:16])[CH2:13][OH:14])(=[O:10])=[O:9])=[CH:6][CH:7]=1. The catalyst class is: 20. (2) Reactant: [C:1]([NH:4][C:5]1[CH:6]=[C:7]([NH:11][C:12]2[N:17]=[C:16]([NH:18][CH2:19][CH:20]3[CH2:25][CH2:24][CH2:23][NH:22][CH2:21]3)[C:15]([C:26]([NH2:28])=[O:27])=[CH:14][N:13]=2)[CH:8]=[CH:9][CH:10]=1)(=[O:3])[CH3:2].CCN(C(C)C)C(C)C.[CH3:38][S:39](Cl)(=[O:41])=[O:40]. The catalyst class is: 2. Product: [C:1]([NH:4][C:5]1[CH:6]=[C:7]([NH:11][C:12]2[N:17]=[C:16]([NH:18][CH2:19][CH:20]3[CH2:25][CH2:24][CH2:23][N:22]([S:39]([CH3:38])(=[O:41])=[O:40])[CH2:21]3)[C:15]([C:26]([NH2:28])=[O:27])=[CH:14][N:13]=2)[CH:8]=[CH:9][CH:10]=1)(=[O:3])[CH3:2]. (3) Reactant: N([O-])=O.[Na+].N[C:6]1[CH:11]=[CH:10][C:9]([CH:12]([CH3:17])[C:13]([O:15][CH3:16])=[O:14])=[CH:8][C:7]=1[F:18].Cl.[Na+].[I-:21]. Product: [F:18][C:7]1[CH:8]=[C:9]([CH:12]([CH3:17])[C:13]([O:15][CH3:16])=[O:14])[CH:10]=[CH:11][C:6]=1[I:21]. The catalyst class is: 6.